From a dataset of CYP1A2 inhibition data for predicting drug metabolism from PubChem BioAssay. Regression/Classification. Given a drug SMILES string, predict its absorption, distribution, metabolism, or excretion properties. Task type varies by dataset: regression for continuous measurements (e.g., permeability, clearance, half-life) or binary classification for categorical outcomes (e.g., BBB penetration, CYP inhibition). Dataset: cyp1a2_veith. (1) The drug is CC(C)Nc1cc(C(F)(F)F)nc(-c2ccccn2)n1. The result is 1 (inhibitor). (2) The drug is COc1ccccc1CN1CCC2(CC1)CCN(C(=O)c1ccco1)CC2. The result is 0 (non-inhibitor). (3) The compound is O=C(O)c1cc2c(cc1S(=O)(=O)O)[C@H]1[C@@H]([C@H]3[C@H]2[C@@]2(Cl)C(Cl)=C(Cl)[C@]3(Cl)C2(Cl)Cl)[C@]2(Cl)C(Cl)=C(Cl)[C@@]1(Cl)C2(Cl)Cl. The result is 0 (non-inhibitor). (4) The molecule is COC(=O)N1CCC[C@@]2(CCN(C(=O)Nc3ccc(OC)cc3)C2)C1. The result is 0 (non-inhibitor).